From a dataset of Full USPTO retrosynthesis dataset with 1.9M reactions from patents (1976-2016). Predict the reactants needed to synthesize the given product. (1) Given the product [CH2:44]([CH:21]1[N:20]([C:24]([O:26][C:27]([CH3:28])([CH3:30])[CH3:29])=[O:25])[C:10]2=[N:11][C:12]([C:13]3[CH:18]=[CH:17][C:16]([CH3:19])=[CH:15][CH:14]=3)=[C:7]([C:4]3[CH:3]=[CH:2][C:1]([CH3:31])=[CH:6][CH:5]=3)[N:8]=[C:9]2[CH2:23][CH2:22]1)[CH:42]=[CH2:43], predict the reactants needed to synthesize it. The reactants are: [C:1]1([CH3:31])[CH:6]=[CH:5][C:4]([C:7]2[N:8]=[C:9]3[CH2:23][CH2:22][CH2:21][N:20]([C:24]([O:26][C:27]([CH3:30])([CH3:29])[CH3:28])=[O:25])[C:10]3=[N:11][C:12]=2[C:13]2[CH:18]=[CH:17][C:16]([CH3:19])=[CH:15][CH:14]=2)=[CH:3][CH:2]=1.N#N.CN(C)CCN(C)C.[CH:42]([Li])([CH2:44]C)[CH3:43].C(Br)C=C. (2) Given the product [I-:26].[OH:24][C:5]1[CH:4]=[CH:3][C:2]([CH3:1])=[CH:7][C:6]=1[C@@H:8]([C:18]1[CH:19]=[CH:20][CH:21]=[CH:22][CH:23]=1)[CH2:9][CH2:10][N+:11]([CH:12]([CH3:13])[CH3:14])([CH:15]([CH3:17])[CH3:16])[CH3:25], predict the reactants needed to synthesize it. The reactants are: [CH3:1][C:2]1[CH:3]=[CH:4][C:5]([OH:24])=[C:6]([C@@H:8]([C:18]2[CH:19]=[CH:20][CH:21]=[CH:22][CH:23]=2)[CH2:9][CH2:10][N:11]([CH:15]([CH3:17])[CH3:16])[CH:12]([CH3:14])[CH3:13])[CH:7]=1.[CH3:25][I:26]. (3) Given the product [CH2:1]([C@H:8]([N:24]([CH2:39][C:40]1[CH:41]=[N:42][C:43]([O:51][CH2:50][CH2:49][O:48][CH3:47])=[CH:44][CH:45]=1)[C:25](=[O:38])[CH:26]=[CH:27][C:28]1[CH:33]=[CH:32][C:31]([C:34]([F:37])([F:36])[F:35])=[CH:30][CH:29]=1)[C:9]([N:11]1[CH2:16][CH2:15][N:14]([CH2:17][C:18]2[CH:23]=[CH:22][CH:21]=[CH:20][CH:19]=2)[CH2:13][CH2:12]1)=[O:10])[C:2]1[CH:7]=[CH:6][CH:5]=[CH:4][CH:3]=1, predict the reactants needed to synthesize it. The reactants are: [CH2:1]([C@H:8]([N:24]([CH2:39][C:40]1[CH:41]=[N:42][C:43](Br)=[CH:44][CH:45]=1)[C:25](=[O:38])[CH:26]=[CH:27][C:28]1[CH:33]=[CH:32][C:31]([C:34]([F:37])([F:36])[F:35])=[CH:30][CH:29]=1)[C:9]([N:11]1[CH2:16][CH2:15][N:14]([CH2:17][C:18]2[CH:23]=[CH:22][CH:21]=[CH:20][CH:19]=2)[CH2:13][CH2:12]1)=[O:10])[C:2]1[CH:7]=[CH:6][CH:5]=[CH:4][CH:3]=1.[CH3:47][O:48][CH2:49][CH2:50][OH:51].CC1(C)C2C(=C(P(C3C=CC=CC=3)C3C=CC=CC=3)C=CC=2)OC2C(P(C3C=CC=CC=3)C3C=CC=CC=3)=CC=CC1=2.CC(C)([O-])C.[Na+]. (4) The reactants are: [CH2:1](N(CC)CC)C.[O:8]1[C:12]([C:13]2[CH:18]=[CH:17][C:16]([NH:19][C:20]3[N:21]=[C:22]([N:30]([C:34]4[CH:39]=[CH:38][CH:37]=[CH:36][CH:35]=4)[CH2:31][CH2:32][OH:33])[C:23]4[CH2:29][NH:28][CH2:27][CH2:26][C:24]=4[N:25]=3)=[CH:15][CH:14]=2)=[CH:11][N:10]=[CH:9]1.CI. Given the product [CH3:1][N:28]1[CH2:27][CH2:26][C:24]2[N:25]=[C:20]([NH:19][C:16]3[CH:17]=[CH:18][C:13]([C:12]4[O:8][CH:9]=[N:10][CH:11]=4)=[CH:14][CH:15]=3)[N:21]=[C:22]([N:30]([C:34]3[CH:35]=[CH:36][CH:37]=[CH:38][CH:39]=3)[CH2:31][CH2:32][OH:33])[C:23]=2[CH2:29]1, predict the reactants needed to synthesize it.